The task is: Predict the reactants needed to synthesize the given product.. This data is from Full USPTO retrosynthesis dataset with 1.9M reactions from patents (1976-2016). (1) Given the product [CH3:1][C:2]1[CH:7]=[CH:6][CH:5]=[C:4]([CH3:8])[C:3]=1[NH:9][C:10]1[N:14]2[CH:15]=[C:16]([F:19])[CH:17]=[CH:18][C:13]2=[N:12][C:11]=1[C:20]1[CH:36]=[CH:35][CH:34]=[CH:33][C:21]=1[C:22]([NH:24][NH2:25])=[O:23], predict the reactants needed to synthesize it. The reactants are: [CH3:1][C:2]1[CH:7]=[CH:6][CH:5]=[C:4]([CH3:8])[C:3]=1[NH:9][C:10]1[N:14]2[CH:15]=[C:16]([F:19])[CH:17]=[CH:18][C:13]2=[N:12][C:11]=1[C:20]1[CH:36]=[CH:35][CH:34]=[CH:33][C:21]=1[C:22]([NH:24][NH:25]C(OC(C)(C)C)=O)=[O:23]. (2) Given the product [C:14]([NH:18][CH:2]([CH3:13])[C:3]([C:5]1[CH:10]=[CH:9][C:8]([CH3:11])=[C:7]([Cl:12])[CH:6]=1)=[O:4])([CH3:17])([CH3:16])[CH3:15], predict the reactants needed to synthesize it. The reactants are: Br[CH:2]([CH3:13])[C:3]([C:5]1[CH:10]=[CH:9][C:8]([CH3:11])=[C:7]([Cl:12])[CH:6]=1)=[O:4].[C:14]([NH2:18])([CH3:17])([CH3:16])[CH3:15]. (3) Given the product [NH:22]1[CH2:21][CH2:20][CH:19]([O:18][C:12]2[CH:11]=[C:10]3[C:15]([CH2:16][CH2:17][C:8](=[O:7])[NH:9]3)=[CH:14][CH:13]=2)[CH2:24][CH2:23]1, predict the reactants needed to synthesize it. The reactants are: Cl.CCOCC.[O:7]=[C:8]1[CH2:17][CH2:16][C:15]2[C:10](=[CH:11][C:12]([O:18][CH:19]3[CH2:24][CH2:23][N:22](C(OC(C)(C)C)=O)[CH2:21][CH2:20]3)=[CH:13][CH:14]=2)[NH:9]1. (4) Given the product [Cl:1][C:2]1[CH:3]=[C:4]([C@@H:8]2[C@@H:13]([C:14]3[CH:15]=[CH:16][C:17]([Cl:20])=[CH:18][CH:19]=3)[N:12]([C@@H:21]([CH2:31][CH3:32])[CH2:22][N:23]([CH3:40])[S:24]([C:27]3([CH3:30])[CH2:28][CH2:29]3)(=[O:26])=[O:25])[C:11](=[O:33])[C@:10]([CH2:35][C:36]([O:38][CH3:39])=[O:37])([CH3:34])[CH2:9]2)[CH:5]=[CH:6][CH:7]=1, predict the reactants needed to synthesize it. The reactants are: [Cl:1][C:2]1[CH:3]=[C:4]([C@@H:8]2[C@@H:13]([C:14]3[CH:19]=[CH:18][C:17]([Cl:20])=[CH:16][CH:15]=3)[N:12]([C@@H:21]([CH2:31][CH3:32])[CH2:22][NH:23][S:24]([C:27]3([CH3:30])[CH2:29][CH2:28]3)(=[O:26])=[O:25])[C:11](=[O:33])[C@:10]([CH2:35][C:36]([O:38][CH3:39])=[O:37])([CH3:34])[CH2:9]2)[CH:5]=[CH:6][CH:7]=1.[CH2:40](P(CCCC)(CCCC)=CC#N)CCC.